This data is from Reaction yield outcomes from USPTO patents with 853,638 reactions. The task is: Predict the reaction yield, written as a fraction of the theoretical maximum amount of product (1.0 means a 100% yield; for example, 0.34 means a 34% yield). (1) The reactants are [C:1]([C:4]1[C:5](=[O:22])[N:6]([CH2:18][CH:19]([CH3:21])[CH3:20])[N:7]=[C:8]([C:10]2[CH:15]=[CH:14][C:13](C)=[C:12]([F:17])[CH:11]=2)[CH:9]=1)([OH:3])=[O:2].C1(CN2[C:32](=[O:33])C(OC)C(=C=O)C(C3C=CC(OC)=C(F)C=3)=N2)CC1. No catalyst specified. The product is [C:1]([C:4]1[C:5](=[O:22])[N:6]([CH2:18][CH:19]2[CH2:20][CH2:21]2)[N:7]=[C:8]([C:10]2[CH:15]=[CH:14][C:13]([O:33][CH3:32])=[C:12]([F:17])[CH:11]=2)[CH:9]=1)([OH:3])=[O:2]. The yield is 0.989. (2) The product is [Br:1][C:2]1[C:3](=[O:20])[N:4]([C:10]2[CH:11]=[C:12]([CH:16]=[CH:17][C:18]=2[CH3:19])[C:13]([NH:23][CH3:21])=[O:14])[C:5]([CH3:9])=[CH:6][C:7]=1[OH:8]. The reactants are [Br:1][C:2]1[C:3](=[O:20])[N:4]([C:10]2[CH:11]=[C:12]([CH:16]=[CH:17][C:18]=2[CH3:19])[C:13](O)=[O:14])[C:5]([CH3:9])=[CH:6][C:7]=1[OH:8].[C:21](N1C=CN=C1)([N:23]1C=CN=C1)=O.CN.O1CCCC1.Cl. The yield is 0.970. The catalyst is CN(C)C=O. (3) The reactants are [N+:1]([C:4]1[CH:5]=[C:6](B(O)O)[CH:7]=[CH:8][CH:9]=1)([O-:3])=[O:2].Br[C:14]1[S:18][C:17]([N:19]2[CH2:24][CH2:23][CH:22]([C:25]([O:27][CH2:28][CH3:29])=[O:26])[CH2:21][CH2:20]2)=[N:16][CH:15]=1.CC1C=CC=CC=1P(C1C=CC=CC=1C)C1C=CC=CC=1C.C(=O)([O-])[O-].[Na+].[Na+]. The catalyst is COCCOC.C(OCC)(=O)C.C([O-])(=O)C.[Pd+2].C([O-])(=O)C. The product is [N+:1]([C:4]1[CH:5]=[C:6]([C:14]2[S:18][C:17]([N:19]3[CH2:24][CH2:23][CH:22]([C:25]([O:27][CH2:28][CH3:29])=[O:26])[CH2:21][CH2:20]3)=[N:16][CH:15]=2)[CH:7]=[CH:8][CH:9]=1)([O-:3])=[O:2]. The yield is 0.230. (4) The reactants are Br[C:2]1[CH:7]=[CH:6][CH:5]=[CH:4][C:3]=1[CH2:8][N:9]1[CH2:14][CH2:13][N:12]([C:15]2[C:20]([C:21]([O:23][CH:24]([CH3:26])[CH3:25])=[O:22])=[CH:19][CH:18]=[CH:17][N:16]=2)[CH2:11][CH2:10]1.[Cl:27][C:28]1[CH:33]=[CH:32][CH:31]=[CH:30][C:29]=1[NH2:34].CC(C1C=C(C(C)C)C(C2C=CC=CC=2P(C2CCCCC2)C2CCCCC2)=C(C(C)C)C=1)C.P([O-])([O-])([O-])=O.[K+].[K+].[K+]. The catalyst is C1(C)C=CC=CC=1.CS(C)=O.C([O-])(=O)C.[Pd+2].C([O-])(=O)C. The product is [Cl:27][C:28]1[CH:33]=[CH:32][CH:31]=[CH:30][C:29]=1[NH:34][C:2]1[CH:7]=[CH:6][CH:5]=[CH:4][C:3]=1[CH2:8][N:9]1[CH2:14][CH2:13][N:12]([C:15]2[C:20]([C:21]([O:23][CH:24]([CH3:26])[CH3:25])=[O:22])=[CH:19][CH:18]=[CH:17][N:16]=2)[CH2:11][CH2:10]1. The yield is 0.315. (5) The reactants are [Cl-].O[NH3+:3].[C:4](=[O:7])([O-])[OH:5].[Na+].CS(C)=O.[CH2:13]([C:17]1[N:21]([CH2:22][C:23]2[CH:28]=[CH:27][C:26]([C:29]3[C:30]([C:35]#[N:36])=[CH:31][CH:32]=[CH:33][CH:34]=3)=[CH:25][CH:24]=2)[C:20](=[O:37])[N:19]([CH2:38][CH:39]2[CH2:44][CH2:43][CH2:42][CH2:41][O:40]2)[N:18]=1)[CH2:14][CH2:15][CH3:16]. The catalyst is C(OCC)(=O)C. The product is [CH2:13]([C:17]1[N:21]([CH2:22][C:23]2[CH:24]=[CH:25][C:26]([C:29]3[CH:34]=[CH:33][CH:32]=[CH:31][C:30]=3[C:35]3[NH:3][C:4](=[O:7])[O:5][N:36]=3)=[CH:27][CH:28]=2)[C:20](=[O:37])[N:19]([CH2:38][CH:39]2[CH2:44][CH2:43][CH2:42][CH2:41][O:40]2)[N:18]=1)[CH2:14][CH2:15][CH3:16]. The yield is 0.530. (6) The reactants are [NH:1]1[CH2:16][CH2:15][CH2:14][CH:3]([C:4]([O:6][CH2:7][C:8]2[CH:13]=[CH:12][CH:11]=[CH:10][CH:9]=2)=[O:5])[CH2:2]1.[CH3:17][O:18][C:19]([C:21]1[CH:22]=[C:23](OB(O)O)[CH:24]=[CH:25][CH:26]=1)=[O:20]. No catalyst specified. The product is [NH:1]1[CH2:16][CH2:15][CH2:14][CH:3]([C:4]([O:6][CH2:7][C:8]2([C:25]3[CH:24]=[CH:23][CH:22]=[C:21]([C:19]([O:18][CH3:17])=[O:20])[CH:26]=3)[CH:13]=[CH:12][CH:11]=[CH:10][CH2:9]2)=[O:5])[CH2:2]1. The yield is 0.330. (7) The product is [Cl-:1].[C:2]([NH:5][C:6]1[CH:25]=[CH:24][C:9]([NH:10][C:11]2[C:20]3[C:15](=[CH:16][CH:17]=[C:18]([NH2:21])[CH:19]=3)[NH+:14]=[CH:13][CH:12]=2)=[CH:8][CH:7]=1)(=[O:4])[CH3:3]. The reactants are [Cl-:1].[C:2]([NH:5][C:6]1[CH:25]=[CH:24][C:9]([NH:10][C:11]2[C:20]3[C:15](=[CH:16][CH:17]=[C:18]([N+:21]([O-])=O)[CH:19]=3)[NH+:14]=[CH:13][CH:12]=2)=[CH:8][CH:7]=1)(=[O:4])[CH3:3]. The catalyst is CO.[Pd]. The yield is 0.780.